Dataset: Forward reaction prediction with 1.9M reactions from USPTO patents (1976-2016). Task: Predict the product of the given reaction. (1) Given the reactants [Cl:1][C:2]1[CH:7]=[CH:6][CH:5]=[CH:4][C:3]=1[CH:8]([N:18]([C:35]1[CH:40]=[CH:39][C:38](B2OC(C)(C)C(C)(C)O2)=[C:37]([F:50])[CH:36]=1)[C:19]([CH:21]1[CH2:25][CH2:24][C:23](=[O:26])[N:22]1[C:27]1[CH:32]=[C:31]([C:33]#[N:34])[CH:30]=[CH:29][N:28]=1)=[O:20])[C:9](=[O:17])[NH:10][CH:11]1[CH2:14][C:13]([F:16])([F:15])[CH2:12]1.Br[C:52]1[CH:57]=[CH:56][CH:55]=[CH:54][N:53]=1.C([O-])([O-])=O.[Cs+].[Cs+], predict the reaction product. The product is: [Cl:1][C:2]1[CH:7]=[CH:6][CH:5]=[CH:4][C:3]=1[CH:8]([N:18]([C:35]1[CH:40]=[C:39]([C:52]2[CH:57]=[CH:56][CH:55]=[CH:54][N:53]=2)[CH:38]=[C:37]([F:50])[CH:36]=1)[C:19]([C@@H:21]1[CH2:25][CH2:24][C:23](=[O:26])[N:22]1[C:27]1[CH:32]=[C:31]([C:33]#[N:34])[CH:30]=[CH:29][N:28]=1)=[O:20])[C:9]([NH:10][CH:11]1[CH2:12][C:13]([F:15])([F:16])[CH2:14]1)=[O:17]. (2) Given the reactants [CH2:1]([O:3][C:4]1[CH:9]=[C:8](B2OC(C)(C)C(C)(C)O2)[CH:7]=[CH:6][N:5]=1)[CH3:2].Br[C:20]1[N:25]2[CH:26]=[CH:27][N:28]=[C:24]2[C:23]([NH:29][C:30]2[CH:45]=[CH:44][C:33]([C:34]([NH:36][CH2:37][C:38]3[CH:39]=[N:40][CH:41]=[CH:42][CH:43]=3)=[O:35])=[CH:32][CH:31]=2)=[N:22][CH:21]=1.CC([O-])(C)C.[Na+], predict the reaction product. The product is: [CH2:1]([O:3][C:4]1[CH:9]=[C:8]([C:20]2[N:25]3[CH:26]=[CH:27][N:28]=[C:24]3[C:23]([NH:29][C:30]3[CH:31]=[CH:32][C:33]([C:34]([NH:36][CH2:37][C:38]4[CH:39]=[N:40][CH:41]=[CH:42][CH:43]=4)=[O:35])=[CH:44][CH:45]=3)=[N:22][CH:21]=2)[CH:7]=[CH:6][N:5]=1)[CH3:2]. (3) Given the reactants [NH:1]1[CH:5]=[C:4]([CH:6]=[O:7])[N:3]=[CH:2]1.[C:8](O[C:8]([O:10][C:11]([CH3:14])([CH3:13])[CH3:12])=[O:9])([O:10][C:11]([CH3:14])([CH3:13])[CH3:12])=[O:9].CN(C1C=CC=CN=1)C, predict the reaction product. The product is: [CH3:12][C:11]([CH3:14])([O:10][C:8]([N:1]1[CH:5]=[C:4]([CH:6]=[O:7])[N:3]=[CH:2]1)=[O:9])[CH3:13]. (4) Given the reactants C([N:4](CC)C(C)C)(C)C.CN(C(ON1N=NC2C=CC=NC1=2)=[N+](C)C)C.F[P-](F)(F)(F)(F)F.[Cl-].[NH4+].[CH3:36][N:37]1[CH2:42][CH2:41][CH:40]([C:43]2[CH:48]=[CH:47][C:46]([NH:49][C:50]3[N:51]=[CH:52][C:53]4[S:58][C:57]([C:59]([OH:61])=O)=[C:56]([C:62]5[CH:63]=[N:64][NH:65][CH:66]=5)[C:54]=4[N:55]=3)=[C:45]([O:67][CH:68]([CH3:70])[CH3:69])[CH:44]=2)[CH2:39][CH2:38]1, predict the reaction product. The product is: [CH3:36][N:37]1[CH2:38][CH2:39][CH:40]([C:43]2[CH:48]=[CH:47][C:46]([NH:49][C:50]3[N:51]=[CH:52][C:53]4[S:58][C:57]([C:59]([NH2:4])=[O:61])=[C:56]([C:62]5[CH:66]=[N:65][NH:64][CH:63]=5)[C:54]=4[N:55]=3)=[C:45]([O:67][CH:68]([CH3:70])[CH3:69])[CH:44]=2)[CH2:41][CH2:42]1. (5) The product is: [S:12]1[CH:16]=[CH:15][CH:14]=[C:13]1[CH:17]([OH:18])[C:2]#[C:1][Si:3]([CH3:6])([CH3:5])[CH3:4]. Given the reactants [C:1]([Si:3]([CH3:6])([CH3:5])[CH3:4])#[CH:2].[Li]CCCC.[S:12]1[CH:16]=[CH:15][CH:14]=[C:13]1[CH:17]=[O:18], predict the reaction product. (6) Given the reactants [CH3:1][O:2][C:3]1[CH:4]=[CH:5][C:6]2[NH:12][C:11](=[O:13])[N:10]([CH:14]3[CH2:19][CH2:18][N:17]([C:20]([O:22][C@@H:23]([C:37]([OH:39])=O)[CH2:24][C:25]4[CH:30]=[C:29]([C:31]([F:34])([F:33])[F:32])[C:28]([NH2:35])=[C:27]([Cl:36])[CH:26]=4)=[O:21])[CH2:16][CH2:15]3)[CH2:9][CH2:8][C:7]=2[CH:40]=1.[NH:41]1[CH2:46][CH2:45][CH:44]([N:47]2[CH2:52][CH2:51][N:50]([CH2:53][C:54]([O:56][CH2:57][CH3:58])=[O:55])[CH2:49][CH2:48]2)[CH2:43][CH2:42]1, predict the reaction product. The product is: [CH3:1][O:2][C:3]1[CH:4]=[CH:5][C:6]2[NH:12][C:11](=[O:13])[N:10]([CH:14]3[CH2:15][CH2:16][N:17]([C:20]([O:22][C@H:23]([CH2:24][C:25]4[CH:30]=[C:29]([C:31]([F:32])([F:33])[F:34])[C:28]([NH2:35])=[C:27]([Cl:36])[CH:26]=4)[C:37]([N:41]4[CH2:46][CH2:45][CH:44]([N:47]5[CH2:52][CH2:51][N:50]([CH2:53][C:54]([O:56][CH2:57][CH3:58])=[O:55])[CH2:49][CH2:48]5)[CH2:43][CH2:42]4)=[O:39])=[O:21])[CH2:18][CH2:19]3)[CH2:9][CH2:8][C:7]=2[CH:40]=1.